From a dataset of Reaction yield outcomes from USPTO patents with 853,638 reactions. Predict the reaction yield, written as a fraction of the theoretical maximum amount of product (1.0 means a 100% yield; for example, 0.34 means a 34% yield). (1) The yield is 0.660. The catalyst is [I-].C([N+](CCCC)(CCCC)CCCC)CCC.CC(C)=O. The product is [CH2:22]([O:21][CH2:20][CH2:19][CH2:18][O:1][C:2]1[CH:11]=[C:10]2[C:5]([CH2:6][CH2:7][CH:8]([C:12]([O:14][CH2:15][CH3:16])=[O:13])[O:9]2)=[CH:4][CH:3]=1)[C:23]1[CH:28]=[CH:27][CH:26]=[CH:25][CH:24]=1. The reactants are [OH:1][C:2]1[CH:11]=[C:10]2[C:5]([CH2:6][CH2:7][CH:8]([C:12]([O:14][CH2:15][CH3:16])=[O:13])[O:9]2)=[CH:4][CH:3]=1.Br[CH2:18][CH2:19][CH2:20][O:21][CH2:22][C:23]1[CH:28]=[CH:27][CH:26]=[CH:25][CH:24]=1.C(=O)([O-])[O-].[K+].[K+]. (2) The reactants are Br[C:2]1[C:7]([N+:8]([O-:10])=[O:9])=[CH:6][CH:5]=[CH:4][C:3]=1[CH3:11].[C:12]([O:16][CH3:17])(=[O:15])[CH:13]=[CH2:14].C1(P(C2C=CC=CC=2)C2C=CC=CC=2)C=CC=CC=1. The catalyst is CO.C([O-])(=O)C.[Pd+2].C([O-])(=O)C. The product is [CH3:11][C:3]1[CH:4]=[CH:5][CH:6]=[C:7]([N+:8]([O-:10])=[O:9])[C:2]=1[CH:14]=[CH:13][C:12]([O:16][CH3:17])=[O:15]. The yield is 0.480.